From a dataset of Full USPTO retrosynthesis dataset with 1.9M reactions from patents (1976-2016). Predict the reactants needed to synthesize the given product. (1) The reactants are: C[O:2][C:3](=O)[C:4]1[CH:9]=[CH:8][C:7]([O:10][CH2:11][C:12]2[CH:21]=[CH:20][C:19]3[C:14](=[CH:15][CH:16]=[CH:17][CH:18]=3)[N:13]=2)=[CH:6][CH:5]=1.OC1C=CC(C=O)=CC=1. Given the product [N:13]1[C:14]2[C:19](=[CH:18][CH:17]=[CH:16][CH:15]=2)[CH:20]=[CH:21][C:12]=1[CH2:11][O:10][C:7]1[CH:8]=[CH:9][C:4]([CH:3]=[O:2])=[CH:5][CH:6]=1, predict the reactants needed to synthesize it. (2) Given the product [Br:29][C:26]1[CH:27]=[CH:28][C:21]([N:20]=[C:13]2[CH2:14][CH2:15][CH2:16][N:12]2[CH2:11][C:10]2[CH:18]=[CH:19][C:7]([F:6])=[CH:8][CH:9]=2)=[C:22]([CH:25]=1)[C:23]#[N:24], predict the reactants needed to synthesize it. The reactants are: P(Cl)(Cl)(Cl)=O.[F:6][C:7]1[CH:19]=[CH:18][C:10]([CH2:11][N:12]2[CH2:16][CH2:15][CH2:14][C:13]2=O)=[CH:9][CH:8]=1.[NH2:20][C:21]1[CH:28]=[CH:27][C:26]([Br:29])=[CH:25][C:22]=1[C:23]#[N:24].[OH-].[Na+]. (3) The reactants are: [CH3:1][O:2][C:3]1[CH:8]=[CH:7][C:6]([C:9]2[C:13]([CH3:15])([CH3:14])[NH:12][C:11](=[O:16])[C:10]=2[C:17]2[CH:22]=[CH:21][C:20]([O:23][CH2:24][C:25]3[CH:34]=[CH:33][C:32]4[C:27](=[CH:28][CH:29]=[CH:30][CH:31]=4)[N:26]=3)=[CH:19][CH:18]=2)=[CH:5][CH:4]=1.[H-].[Na+].[CH3:37]I. Given the product [CH3:1][O:2][C:3]1[CH:4]=[CH:5][C:6]([C:9]2[C:13]([CH3:15])([CH3:14])[N:12]([CH3:37])[C:11](=[O:16])[C:10]=2[C:17]2[CH:22]=[CH:21][C:20]([O:23][CH2:24][C:25]3[CH:34]=[CH:33][C:32]4[C:27](=[CH:28][CH:29]=[CH:30][CH:31]=4)[N:26]=3)=[CH:19][CH:18]=2)=[CH:7][CH:8]=1, predict the reactants needed to synthesize it. (4) Given the product [F:19][CH:17]([F:18])[C:9]1[N:8]([C:6]2[N:7]=[C:2]([N:30]3[CH2:31][CH2:32][N:27]([CH3:26])[CH2:28][CH2:29]3)[N:3]=[C:4]([N:20]3[CH2:21][CH2:22][O:23][CH2:24][CH2:25]3)[N:5]=2)[C:12]2[CH:13]=[CH:14][CH:15]=[CH:16][C:11]=2[N:10]=1, predict the reactants needed to synthesize it. The reactants are: Cl[C:2]1[N:7]=[C:6]([N:8]2[C:12]3[CH:13]=[CH:14][CH:15]=[CH:16][C:11]=3[N:10]=[C:9]2[CH:17]([F:19])[F:18])[N:5]=[C:4]([N:20]2[CH2:25][CH2:24][O:23][CH2:22][CH2:21]2)[N:3]=1.[CH3:26][N:27]1[CH2:32][CH2:31][NH:30][CH2:29][CH2:28]1. (5) Given the product [C:1]1([N:15]2[CH2:16][CH2:17][C:12]3([O:11][CH2:10][CH2:9][O:8]3)[CH2:13][CH2:14]2)[CH2:6][CH2:5][CH2:4][CH2:3][CH:2]=1, predict the reactants needed to synthesize it. The reactants are: [C:1]1(=O)[CH2:6][CH2:5][CH2:4][CH2:3][CH2:2]1.[O:8]1[C:12]2([CH2:17][CH2:16][NH:15][CH2:14][CH2:13]2)[O:11][CH2:10][CH2:9]1. (6) Given the product [CH:35]([N:30]1[CH2:29][CH:28]=[C:27]([C:22]2[C:21]3[N:20]([N:19]=[C:18]([NH:17][C:7]4[CH:8]=[CH:9][C:10]([N:11]5[CH:15]=[C:14]([CH3:16])[N:13]=[CH:12]5)=[C:5]([O:4][CH3:3])[CH:6]=4)[N:33]=3)[CH:25]=[C:24]([CH3:26])[CH:23]=2)[CH2:32][CH2:31]1)([CH3:36])[CH3:34], predict the reactants needed to synthesize it. The reactants are: Cl.Cl.[CH3:3][O:4][C:5]1[CH:6]=[C:7]([NH:17][C:18]2[N:33]=[C:21]3[C:22]([C:27]4[CH2:28][CH2:29][NH:30][CH2:31][CH:32]=4)=[CH:23][C:24]([CH3:26])=[CH:25][N:20]3[N:19]=2)[CH:8]=[CH:9][C:10]=1[N:11]1[CH:15]=[C:14]([CH3:16])[N:13]=[CH:12]1.[CH3:34][C:35](=O)[CH3:36]. (7) Given the product [F:1][C:2]([F:7])([F:6])[C:3]([OH:5])=[O:4].[CH3:41][N:42]([CH3:43])[CH2:2][CH2:9][CH2:8][N:10]([CH2:12][C:13]1[S:17][CH:16]=[C:15]([C:18]2[CH:19]=[C:20]3[C:24](=[C:25]([C:27]([NH2:29])=[O:28])[CH:26]=2)[NH:23][CH:22]=[C:21]3[CH:30]2[CH2:35][CH2:34][N:33]([S:36]([CH2:39][CH3:40])(=[O:37])=[O:38])[CH2:32][CH2:31]2)[CH:14]=1)[CH3:11], predict the reactants needed to synthesize it. The reactants are: [F:1][C:2]([F:7])([F:6])[C:3]([OH:5])=[O:4].[CH2:8]([N:10]([CH2:12][C:13]1[S:17][CH:16]=[C:15]([C:18]2[CH:19]=[C:20]3[C:24](=[C:25]([C:27]([NH2:29])=[O:28])[CH:26]=2)[NH:23][CH:22]=[C:21]3[CH:30]2[CH2:35][CH2:34][N:33]([S:36]([CH2:39][CH3:40])(=[O:38])=[O:37])[CH2:32][CH2:31]2)[CH:14]=1)[CH3:11])[CH3:9].[CH3:41][NH:42][CH2:43]C.